This data is from NCI-60 drug combinations with 297,098 pairs across 59 cell lines. The task is: Regression. Given two drug SMILES strings and cell line genomic features, predict the synergy score measuring deviation from expected non-interaction effect. (1) Drug 1: C1C(C(OC1N2C=NC3=C(N=C(N=C32)Cl)N)CO)O. Drug 2: CC1C(C(CC(O1)OC2CC(OC(C2O)C)OC3=CC4=CC5=C(C(=O)C(C(C5)C(C(=O)C(C(C)O)O)OC)OC6CC(C(C(O6)C)O)OC7CC(C(C(O7)C)O)OC8CC(C(C(O8)C)O)(C)O)C(=C4C(=C3C)O)O)O)O. Cell line: NCI-H522. Synergy scores: CSS=52.5, Synergy_ZIP=-3.85, Synergy_Bliss=-0.767, Synergy_Loewe=-13.8, Synergy_HSA=-1.20. (2) Drug 1: C1=CC=C(C=C1)NC(=O)CCCCCCC(=O)NO. Drug 2: C(CCl)NC(=O)N(CCCl)N=O. Cell line: UACC62. Synergy scores: CSS=26.8, Synergy_ZIP=-6.98, Synergy_Bliss=-2.70, Synergy_Loewe=-5.00, Synergy_HSA=-1.76. (3) Drug 1: C1=CN(C=N1)CC(O)(P(=O)(O)O)P(=O)(O)O. Drug 2: C1C(C(OC1N2C=NC3=C2NC=NCC3O)CO)O. Cell line: UO-31. Synergy scores: CSS=-1.28, Synergy_ZIP=-0.234, Synergy_Bliss=-0.534, Synergy_Loewe=0, Synergy_HSA=-1.27.